From a dataset of Reaction yield outcomes from USPTO patents with 853,638 reactions. Predict the reaction yield, written as a fraction of the theoretical maximum amount of product (1.0 means a 100% yield; for example, 0.34 means a 34% yield). (1) The reactants are C1(P(C2C=CC=CC=2)C2C=CC=CC=2)C=CC=CC=1.[Br:20]N1C(=O)CCC1=O.[Cl:28][C:29]1[CH:30]=[C:31]([C@@H:39]([CH2:43][CH:44]2[CH2:48][CH2:47][CH2:46][CH2:45]2)[C:40]([OH:42])=O)[CH:32]=[CH:33][C:34]=1[S:35]([CH3:38])(=[O:37])=[O:36].[NH2:49][C:50]1[CH:55]=[CH:54][CH:53]=[CH:52][N:51]=1.N1C=CC=CC=1. The catalyst is C(Cl)Cl.O. The product is [Br:20][C:53]1[CH:54]=[CH:55][C:50]([NH:49][C:40](=[O:42])[C@@H:39]([C:31]2[CH:32]=[CH:33][C:34]([S:35]([CH3:38])(=[O:36])=[O:37])=[C:29]([Cl:28])[CH:30]=2)[CH2:43][CH:44]2[CH2:48][CH2:47][CH2:46][CH2:45]2)=[N:51][CH:52]=1. The yield is 0.760. (2) The reactants are [CH2:1]([C:8]1[CH:13]=[CH:12][C:11]2[C:14]3([CH2:29][O:30][C:10]=2[CH:9]=1)[CH2:19][CH2:18][N:17]([CH2:20][CH2:21][C:22]([O:24]C(C)(C)C)=[O:23])[CH2:16][CH2:15]3)[C:2]1[CH:7]=[CH:6][CH:5]=[CH:4][CH:3]=1.O1CCOCC1.[ClH:37]. No catalyst specified. The product is [ClH:37].[CH2:1]([C:8]1[CH:13]=[CH:12][C:11]2[C:14]3([CH2:29][O:30][C:10]=2[CH:9]=1)[CH2:19][CH2:18][N:17]([CH2:20][CH2:21][C:22]([OH:24])=[O:23])[CH2:16][CH2:15]3)[C:2]1[CH:3]=[CH:4][CH:5]=[CH:6][CH:7]=1. The yield is 0.665. (3) The reactants are COC1C=CC(C[NH:8][C:9]2[C:14]([C:15]3[N:16]=[C:17]4[N:21]([CH:22]=3)[C:20]([CH2:23][N:24]3[CH2:29][CH2:28][O:27][CH2:26][CH2:25]3)=[CH:19][S:18]4)=[CH:13][CH:12]=[CH:11][N:10]=2)=CC=1.C([SiH](CC)CC)C.FC(F)(F)C(O)=O. The catalyst is C(Cl)Cl. The product is [N:24]1([CH2:23][C:20]2[N:21]3[CH:22]=[C:15]([C:14]4[C:9]([NH2:8])=[N:10][CH:11]=[CH:12][CH:13]=4)[N:16]=[C:17]3[S:18][CH:19]=2)[CH2:25][CH2:26][O:27][CH2:28][CH2:29]1. The yield is 1.00. (4) The reactants are [H-].[Na+].[C:3]1(=[O:10])[CH2:9][CH2:8][CH2:7][CH2:6][CH2:5][CH2:4]1.Cl[CH2:12][C:13]([O:15]COC)=[CH2:14]. The catalyst is C1(C)C=CC=CC=1. The product is [O:15]=[C:13]([CH3:14])[CH2:12][CH:4]1[CH2:5][CH2:6][CH2:7][CH2:8][CH2:9][C:3]1=[O:10]. The yield is 0.413. (5) The reactants are CS(C)=O.C(Cl)(=O)C(Cl)=O.[CH3:11][N:12]1[CH2:17][CH2:16][CH2:15][CH2:14][CH:13]1[CH2:18][OH:19].C(N(CC)CC)C. The catalyst is ClCCl. The product is [CH3:11][N:12]1[CH2:17][CH2:16][CH2:15][CH2:14][CH:13]1[CH:18]=[O:19]. The yield is 0.310. (6) The reactants are [CH3:1][O:2][C:3](=[O:15])[CH2:4][C:5]1[CH:10]=[CH:9][CH:8]=[C:7]([CH2:11][C@@H:12]([NH2:14])[CH3:13])[CH:6]=1.C(N(CC)CC)C.CN1CCCC1=O.C(N[CH2:38][C@@H:39]([C:48]1[CH:57]=[CH:56][C:55]([O:58][CH2:59][C:60]2[CH:65]=[CH:64][CH:63]=[CH:62][CH:61]=2)=[C:54]2[C:49]=1[CH:50]=[CH:51][C:52](=[O:66])[NH:53]2)[O:40][Si:41]([C:44]([CH3:47])([CH3:46])[CH3:45])([CH3:43])[CH3:42])C1C=CC=CC=1. The catalyst is CCOC(C)=O. The product is [CH3:1][O:2][C:3](=[O:15])[CH2:4][C:5]1[CH:10]=[CH:9][CH:8]=[C:7]([CH2:11][C@@H:12]([NH:14][CH2:38][C@@H:39]([C:48]2[CH:57]=[CH:56][C:55]([O:58][CH2:59][C:60]3[CH:65]=[CH:64][CH:63]=[CH:62][CH:61]=3)=[C:54]3[C:49]=2[CH:50]=[CH:51][C:52](=[O:66])[NH:53]3)[O:40][Si:41]([C:44]([CH3:47])([CH3:46])[CH3:45])([CH3:43])[CH3:42])[CH3:13])[CH:6]=1. The yield is 0.200.